From a dataset of Full USPTO retrosynthesis dataset with 1.9M reactions from patents (1976-2016). Predict the reactants needed to synthesize the given product. (1) The reactants are: [C:1]([C:6]1[CH:7]=[C:8]2[C:12](=[CH:13][CH:14]=1)[N:11]([CH3:15])[C:10]([CH:16]1[CH2:20][CH2:19][N:18]([C:21]([O:23][C:24]([CH3:27])([CH3:26])[CH3:25])=[O:22])[CH2:17]1)=[CH:9]2)(=O)[CH2:2][CH2:3][CH3:4].[CH3:28][O:29][C:30]1[CH:37]=[C:36]([O:38][CH3:39])[CH:35]=[CH:34][C:31]=1[CH2:32][NH2:33].CCN(CC)CC. Given the product [CH3:28][O:29][C:30]1[CH:37]=[C:36]([O:38][CH3:39])[CH:35]=[CH:34][C:31]=1[CH2:32][N:33]=[C:1]([C:6]1[CH:7]=[C:8]2[C:12](=[CH:13][CH:14]=1)[N:11]([CH3:15])[C:10]([CH:16]1[CH2:20][CH2:19][N:18]([C:21]([O:23][C:24]([CH3:25])([CH3:27])[CH3:26])=[O:22])[CH2:17]1)=[CH:9]2)[CH2:2][CH2:3][CH3:4], predict the reactants needed to synthesize it. (2) Given the product [Cl:13][C:11]1[CH:10]=[CH:9][C:8]([O:14][CH2:15][C:16]2[CH:21]=[CH:20][C:19]([Cl:22])=[CH:18][C:17]=2[F:23])=[C:7]([CH:12]=1)[CH2:6][NH:1][CH2:2][CH2:3][OH:4], predict the reactants needed to synthesize it. The reactants are: [NH2:1][CH2:2][CH2:3][OH:4].Br[CH2:6][C:7]1[CH:12]=[C:11]([Cl:13])[CH:10]=[CH:9][C:8]=1[O:14][CH2:15][C:16]1[CH:21]=[CH:20][C:19]([Cl:22])=[CH:18][C:17]=1[F:23]. (3) Given the product [CH2:29]([O:31][C:32]1[C:33]([CH3:41])=[C:34]([CH2:39][N:15]=[N+:16]=[N-:17])[CH:35]=[N:36][C:37]=1[CH3:38])[CH3:30], predict the reactants needed to synthesize it. The reactants are: C1(P([N:15]=[N+:16]=[N-:17])(C2C=CC=CC=2)=O)C=CC=CC=1.N12CCCN=C1CCCCC2.[CH2:29]([O:31][C:32]1[C:33]([CH3:41])=[C:34]([CH2:39]O)[CH:35]=[N:36][C:37]=1[CH3:38])[CH3:30].O. (4) Given the product [CH3:29][O:28][C:25]1[CH:26]=[CH:27][C:22]([C@H:20]2[CH2:21][C@@H:19]2[CH2:18][O:17][C:11]2[C:10]([C:7]3[CH:8]=[CH:9][C:4]([C:3]4[N:30]=[C:31]([CH3:32])[O:1][N:2]=4)=[CH:5][CH:6]=3)=[CH:15][N:14]=[C:13]([CH3:16])[N:12]=2)=[N:23][CH:24]=1, predict the reactants needed to synthesize it. The reactants are: [OH:1][N:2]=[C:3]([NH2:30])[C:4]1[CH:9]=[CH:8][C:7]([C:10]2[C:11]([O:17][CH2:18][C@H:19]3[CH2:21][C@@H:20]3[C:22]3[CH:27]=[CH:26][C:25]([O:28][CH3:29])=[CH:24][N:23]=3)=[N:12][C:13]([CH3:16])=[N:14][CH:15]=2)=[CH:6][CH:5]=1.[C:31](OC(=O)C)(=O)[CH3:32].C(O)(=O)C.O. (5) The reactants are: [F:1][C:2]1[CH:31]=[CH:30][CH:29]=[C:28]([F:32])[C:3]=1[C:4]([N:6]([CH2:22][O:23][CH2:24][CH2:25][O:26][CH3:27])[C:7]([NH:9][C:10]1[CH:15]=[CH:14][C:13]([S:16][C:17]([F:20])([F:19])[F:18])=[CH:12][C:11]=1[F:21])=[O:8])=[O:5].CI.[H-].[Na+].[C:37](OCC)(=O)C. Given the product [F:1][C:2]1[CH:31]=[CH:30][CH:29]=[C:28]([F:32])[C:3]=1[C:4]([N:6]([CH2:22][O:23][CH2:24][CH2:25][O:26][CH3:27])[C:7]([N:9]([C:10]1[CH:15]=[CH:14][C:13]([S:16][C:17]([F:19])([F:18])[F:20])=[CH:12][C:11]=1[F:21])[CH3:37])=[O:8])=[O:5], predict the reactants needed to synthesize it. (6) Given the product [O:2]([C:9]1[CH:14]=[CH:13][C:12]([N:15]2[CH2:20][CH2:19][CH:18]([NH:21][C:22](=[O:24])[CH3:23])[CH2:17][CH2:16]2)=[CH:11][CH:10]=1)[C:3]1[CH:8]=[CH:7][CH:6]=[CH:5][CH:4]=1, predict the reactants needed to synthesize it. The reactants are: Cl.[O:2]([C:9]1[CH:14]=[CH:13][C:12]([N:15]2[CH2:20][CH2:19][CH:18]([NH2:21])[CH2:17][CH2:16]2)=[CH:11][CH:10]=1)[C:3]1[CH:8]=[CH:7][CH:6]=[CH:5][CH:4]=1.[C:22](OC(=O)C)(=[O:24])[CH3:23]. (7) Given the product [CH3:29][Si:30]([CH3:32])([CH3:31])[C:33]#[C:34][C:4]1[N:5]=[CH:6][CH:1]=[CH:2][C:3]=1[C:8]#[N:9], predict the reactants needed to synthesize it. The reactants are: [CH:1]1[CH:6]=[N:5][C:4](Cl)=[C:3]([C:8]#[N:9])[CH:2]=1.C1(P(C2C=CC=CC=2)C2C=CC=CC=2)C=CC=CC=1.[CH3:29][Si:30]([C:33]#[CH:34])([CH3:32])[CH3:31]. (8) Given the product [NH2:46][C:37]1[CH:36]=[C:35]([N:32]2[C:33](=[O:34])[N:29]([CH3:28])[N:30]=[N:31]2)[CH:40]=[C:39]([O:41][CH:42]2[CH2:43][O:44][CH2:45]2)[CH:38]=1, predict the reactants needed to synthesize it. The reactants are: CC1C=C2N=C3C(=NC(NC3=O)=O)N(C[C@H](O)[C@H](O)[C@H](O)CO)C2=CC=1C.[CH3:28][N:29]1[C:33](=[O:34])[N:32]([C:35]2[CH:40]=[C:39]([O:41][CH:42]3[CH2:45][O:44][CH2:43]3)[CH:38]=[C:37]([N+:46]([O-])=O)[CH:36]=2)[N:31]=[N:30]1. (9) Given the product [Cl:1][C:2]1[CH:7]=[C:6]([I:27])[C:5]([Cl:8])=[CH:4][N:3]=1, predict the reactants needed to synthesize it. The reactants are: [Cl:1][C:2]1[CH:7]=[CH:6][C:5]([Cl:8])=[CH:4][N:3]=1.[Li]CCCC.CCCC(C)C.C(NC(C)C)(C)C.[I:27]I.